Dataset: Catalyst prediction with 721,799 reactions and 888 catalyst types from USPTO. Task: Predict which catalyst facilitates the given reaction. (1) Reactant: [NH2:1][C:2]1[CH:3]=[C:4]([OH:8])[CH:5]=[CH:6][CH:7]=1.Cl[C:10]1[CH:15]=[C:14](Cl)[N:13]=[C:12]([CH2:17][CH3:18])[N:11]=1. Product: [CH2:17]([C:12]1[N:13]=[C:14]([NH:1][C:2]2[CH:7]=[CH:6][CH:5]=[C:4]([OH:8])[CH:3]=2)[CH:15]=[C:10]([NH:1][C:2]2[CH:7]=[CH:6][CH:5]=[C:4]([OH:8])[CH:3]=2)[N:11]=1)[CH3:18]. The catalyst class is: 486. (2) Reactant: C([O:5][CH2:6][CH:7]([CH2:12][CH3:13])[CH2:8][CH2:9][CH2:10][CH3:11])(=O)C=C.C(OC)(=[O:18])C(C)=C.C(O)(=O)C(C)=C.CCCCCCCCCCCCOC(CC(S([O-])(=O)=O)C(OCC=C)=O)=O.[Na+].N.S(OOS([O-])(=O)=O)([O-])(=O)=O.[NH4+].[NH4+].C(OO)(C)(C)C.S([O-])[O-].C=O.[Na+].[Na+]. Product: [CH3:11][CH2:10][CH2:9][CH2:8][CH:7]([C:6]([OH:5])=[O:18])[CH2:12][CH3:13]. The catalyst class is: 6. (3) Reactant: [CH3:1][CH:2]1[C:11](=[O:12])[CH2:10][CH2:9][C:4]2([O:8][CH2:7][CH2:6][O:5]2)[CH2:3]1.[Li+].[B-](CC)(CC)CC. Product: [CH3:1][C@H:2]1[C@@H:11]([OH:12])[CH2:10][CH2:9][C:4]2([O:5][CH2:6][CH2:7][O:8]2)[CH2:3]1. The catalyst class is: 1. (4) Reactant: [C:1]([O:5][C:6](=[O:31])[NH:7][C@@H:8]1[C:14](=[O:15])[N:13]([CH2:16][C:17]2[C:26]3[C:21](=[CH:22][CH:23]=[CH:24][CH:25]=3)[CH:20]=[CH:19][CH:18]=2)[C:12]2[CH:27]=[CH:28][CH:29]=[CH:30][C:11]=2[NH:10][CH2:9]1)([CH3:4])([CH3:3])[CH3:2].[CH:32](=O)[CH2:33][CH:34]([CH3:36])[CH3:35].C(O[BH-](OC(=O)C)OC(=O)C)(=O)C.[Na+]. Product: [C:1]([O:5][C:6](=[O:31])[NH:7][C@@H:8]1[C:14](=[O:15])[N:13]([CH2:16][C:17]2[C:26]3[C:21](=[CH:22][CH:23]=[CH:24][CH:25]=3)[CH:20]=[CH:19][CH:18]=2)[C:12]2[CH:27]=[CH:28][CH:29]=[CH:30][C:11]=2[N:10]([CH2:32][CH2:33][CH:34]([CH3:36])[CH3:35])[CH2:9]1)([CH3:4])([CH3:2])[CH3:3]. The catalyst class is: 34.